This data is from Full USPTO retrosynthesis dataset with 1.9M reactions from patents (1976-2016). The task is: Predict the reactants needed to synthesize the given product. (1) Given the product [CH2:37]([O:36][C:31](=[O:35])[CH2:32][CH:33]1[S:30][C:28]([C:16]2[NH:17][C:18]3[C:14]([CH:15]=2)=[CH:13][C:12]([O:11][C:8]2[CH:9]=[N:10][C:5]([S:2]([CH3:1])(=[O:4])=[O:3])=[CH:6][CH:7]=2)=[CH:20][C:19]=3[O:21][CH:22]2[CH2:23][CH2:24][O:25][CH2:26][CH2:27]2)=[N:29][CH2:34]1)[CH3:38], predict the reactants needed to synthesize it. The reactants are: [CH3:1][S:2]([C:5]1[N:10]=[CH:9][C:8]([O:11][C:12]2[CH:13]=[C:14]3[C:18](=[C:19]([O:21][CH:22]4[CH2:27][CH2:26][O:25][CH2:24][CH2:23]4)[CH:20]=2)[NH:17][C:16]([C:28](=[S:30])[NH2:29])=[CH:15]3)=[CH:7][CH:6]=1)(=[O:4])=[O:3].[C:31]([O:36][CH2:37][CH3:38])(=[O:35])[C:32]#[C:33][CH3:34].C(P(CCCC)CCCC)CCC.C(OCC)(=O)C. (2) Given the product [F:9][C:6]1[CH:7]=[CH:8][C:3]([C:13]([C:3]2[CH:8]=[CH:7][C:6]([F:9])=[CH:5][CH:4]=2)([OH:15])[CH2:12][O:11][CH3:10])=[CH:4][CH:5]=1, predict the reactants needed to synthesize it. The reactants are: [Mg].Br[C:3]1[CH:8]=[CH:7][C:6]([F:9])=[CH:5][CH:4]=1.[CH3:10][O:11][CH2:12][C:13]([O:15]C)=O.[Cl-].[NH4+]. (3) The reactants are: [CH3:1][NH:2][C:3]1[CH:11]=[CH:10][C:6]([C:7]([O-:9])=[O:8])=[CH:5][C:4]=1[N+:12]([O-])=O.[Al].[OH-].[Na+].O.NN.[CH3:21]O. Given the product [NH2:12][C:4]1[CH:5]=[C:6]([CH:10]=[CH:11][C:3]=1[NH:2][CH3:1])[C:7]([O:9][CH3:21])=[O:8], predict the reactants needed to synthesize it. (4) Given the product [NH2:8][C:16]1[N:17]=[CH:18][N:19]=[C:20]([C:33]2[C:34]([CH3:59])=[C:35]([NH:40][C:41](=[O:51])[C:42]3[CH:43]=[CH:44][C:45]([CH:48]4[CH2:50][CH2:49]4)=[CH:46][C:47]=3[F:63])[CH:36]=[C:37]([F:39])[CH:38]=2)[C:21]=1[O:22][CH2:23][C@@H:24]([N:26]([CH3:32])[C:27](=[O:31])[C:28]#[C:29][CH3:30])[CH3:25], predict the reactants needed to synthesize it. The reactants are: C(OC([N:8]([C:16]1[C:21]([O:22][CH2:23][C@@H:24]([N:26]([CH3:32])[C:27](=[O:31])[C:28]#[C:29][CH3:30])[CH3:25])=[C:20]([C:33]2[CH:38]=[C:37]([F:39])[CH:36]=[C:35]([N:40](C(OC(C)(C)C)=O)[C:41](=[O:51])[C:42]3[CH:47]=[CH:46][C:45]([CH:48]4[CH2:50][CH2:49]4)=[CH:44][CH:43]=3)[C:34]=2[CH3:59])[N:19]=[CH:18][N:17]=1)C(=O)OC(C)(C)C)=O)(C)(C)C.C(O)(C(F)(F)[F:63])=O. (5) The reactants are: [CH3:1][C:2]1[CH:6]=[CH:5][S:4][C:3]=1[CH2:7][NH2:8].[CH2:9]([O:16][C:17]1[CH:22]=[CH:21][N:20]([C:23]2[S:24][C:25]([C:29](O)=[O:30])=[C:26]([CH3:28])[N:27]=2)[C:19](=[O:32])[CH:18]=1)[C:10]1[CH:15]=[CH:14][CH:13]=[CH:12][CH:11]=1. Given the product [CH2:9]([O:16][C:17]1[CH:22]=[CH:21][N:20]([C:23]2[S:24][C:25]([C:29]([NH:8][CH2:7][C:3]3[S:4][CH:5]=[CH:6][C:2]=3[CH3:1])=[O:30])=[C:26]([CH3:28])[N:27]=2)[C:19](=[O:32])[CH:18]=1)[C:10]1[CH:15]=[CH:14][CH:13]=[CH:12][CH:11]=1, predict the reactants needed to synthesize it.